This data is from Reaction yield outcomes from USPTO patents with 853,638 reactions. The task is: Predict the reaction yield, written as a fraction of the theoretical maximum amount of product (1.0 means a 100% yield; for example, 0.34 means a 34% yield). The reactants are [Br:1][C:2]1[CH:7]=[C:6]([C:8]([OH:10])=O)[CH:5]=[CH:4][N:3]=1.CCN=C=NCCCN(C)C.Cl.C(N(CC)CC)C.Cl.[CH3:31][NH:32][O:33][CH3:34]. The catalyst is C(Cl)Cl. The product is [Br:1][C:2]1[CH:7]=[C:6]([C:8]([N:32]([O:33][CH3:34])[CH3:31])=[O:10])[CH:5]=[CH:4][N:3]=1. The yield is 0.596.